From a dataset of Catalyst prediction with 721,799 reactions and 888 catalyst types from USPTO. Predict which catalyst facilitates the given reaction. Reactant: [CH2:1]([O:8][C:9]1[CH:18]=[C:17]2[C:12]([CH:13]=[C:14]([C:19]3([CH3:26])[NH:23]C(=O)N[C:20]3=[O:25])[CH:15]=[N:16]2)=[CH:11][CH:10]=1)[CH2:2][CH2:3][CH2:4][CH2:5][CH2:6][CH3:7].CC[OH:29].[OH-].[Na+].Cl. Product: [NH2:23][C:19]([C:14]1[CH:15]=[N:16][C:17]2[C:12]([CH:13]=1)=[CH:11][CH:10]=[C:9]([O:8][CH2:1][CH2:2][CH2:3][CH2:4][CH2:5][CH2:6][CH3:7])[CH:18]=2)([CH3:26])[C:20]([OH:25])=[O:29]. The catalyst class is: 6.